From a dataset of Blood-brain barrier permeability classification from the B3DB database. Regression/Classification. Given a drug SMILES string, predict its absorption, distribution, metabolism, or excretion properties. Task type varies by dataset: regression for continuous measurements (e.g., permeability, clearance, half-life) or binary classification for categorical outcomes (e.g., BBB penetration, CYP inhibition). Dataset: b3db_classification. (1) The compound is CN1C(=O)CCS(=O)(=O)C1c1ccc(Cl)c(Cl)c1. The result is 1 (penetrates BBB). (2) The compound is CCN(CC)CC(=O)OCC(=O)C1(O)CCC2C3CCC4=CC(=O)C=CC4(C)C3C(O)CC21C. The result is 1 (penetrates BBB). (3) The compound is C/C=C/C=C/C1OC(O)(C(CC)C(=O)NC/C=C/C=C(\C)C(OC)C(C)C2OC(/C=C/C=C/C=C(\C)C(=O)c3c(O)ccn(C)c3=O)C(O)C2O)C(O)C(OC2OC(C)C(OC3OC(C)C(OC)C(O)C3OC)C(OC)C2O)C1(C)C. The result is 0 (does not penetrate BBB). (4) The drug is CN1CCCC[C@H]1CCN1c2ccccc2Sc2ccc([S+](C)[O-])cc21. The result is 1 (penetrates BBB). (5) The compound is CCC[C@@H]1O[C@@H]2C[C@@H]3[C@@H]4CCC5=CC(=O)C=C[C@]5(C)[C@@H]4[C@@H](O)C[C@]3(C)[C@]2(C(=O)CO)O1. The result is 1 (penetrates BBB).